Task: Predict the reaction yield, written as a fraction of the theoretical maximum amount of product (1.0 means a 100% yield; for example, 0.34 means a 34% yield).. Dataset: Reaction yield outcomes from USPTO patents with 853,638 reactions (1) The reactants are [Cl:1][C:2]1[N:7]=[C:6]([C:8](=[O:26])[CH:9]([CH2:15][C:16]2[CH:21]=[CH:20][C:19]([C:22]([F:25])([F:24])[F:23])=[CH:18][CH:17]=2)[C:10]([O:12][CH2:13][CH3:14])=[O:11])[CH:5]=[CH:4][CH:3]=1.Cl.O. The catalyst is C(OCC)C.[BH4-].[Zn+2].[BH4-]. The product is [Cl:1][C:2]1[N:7]=[C:6]([CH:8]([OH:26])[CH:9]([CH2:15][C:16]2[CH:17]=[CH:18][C:19]([C:22]([F:23])([F:24])[F:25])=[CH:20][CH:21]=2)[C:10]([O:12][CH2:13][CH3:14])=[O:11])[CH:5]=[CH:4][CH:3]=1. The yield is 0.320. (2) The reactants are [CH3:1][C:2]1[N:6]([CH2:7][C:8]2[CH:13]=[CH:12][C:11]([CH2:14][OH:15])=[CH:10][CH:9]=2)[N:5]=[C:4]([C:16]2[CH:21]=[CH:20][CH:19]=[CH:18][CH:17]=2)[CH:3]=1.O[C:23]1[CH:28]=[CH:27][C:26]([CH2:29][CH2:30][C:31]([O:33][CH3:34])=[O:32])=[CH:25][CH:24]=1.C1(P(C2C=CC=CC=2)C2C=CC=CC=2)C=CC=CC=1.N(C(OCC)=O)=NC(OCC)=O. The catalyst is ClCCl. The product is [CH3:1][C:2]1[N:6]([CH2:7][C:8]2[CH:13]=[CH:12][C:11]([CH2:14][O:15][C:23]3[CH:28]=[CH:27][C:26]([CH2:29][CH2:30][C:31]([O:33][CH3:34])=[O:32])=[CH:25][CH:24]=3)=[CH:10][CH:9]=2)[N:5]=[C:4]([C:16]2[CH:21]=[CH:20][CH:19]=[CH:18][CH:17]=2)[CH:3]=1. The yield is 0.900.